This data is from Forward reaction prediction with 1.9M reactions from USPTO patents (1976-2016). The task is: Predict the product of the given reaction. (1) Given the reactants [Cl:1][C:2]1[C:3]([NH:16][CH:17]2[CH2:22][CH2:21][N:20](C(OC(C)(C)C)=O)[CH2:19][CH:18]2[CH2:30][CH3:31])=[N:4][C:5]([NH:8][C:9]2[CH:13]=[C:12]([CH3:14])[N:11]([CH3:15])[N:10]=2)=[N:6][CH:7]=1.Cl.CCOC(C)=O, predict the reaction product. The product is: [Cl:1][C:2]1[C:3]([NH:16][CH:17]2[CH2:22][CH2:21][NH:20][CH2:19][CH:18]2[CH2:30][CH3:31])=[N:4][C:5]([NH:8][C:9]2[CH:13]=[C:12]([CH3:14])[N:11]([CH3:15])[N:10]=2)=[N:6][CH:7]=1. (2) Given the reactants [Cl:1][C:2]1[CH:7]=[CH:6][C:5]([NH:8][CH2:9][CH2:10][N:11]([CH2:19][CH2:20][S:21][CH3:22])[C:12](=[O:18])[O:13][C:14]([CH3:17])([CH3:16])[CH3:15])=[CH:4][C:3]=1[C:23]([NH:25][CH2:26][C:27]12[CH2:36][CH:31]3[CH2:32][CH:33]([CH2:35][CH:29]([CH2:30]3)[CH2:28]1)[CH2:34]2)=[O:24].ClC1C=C(C=CC=1)C(OO)=[O:42].[OH-].[Ca+2].[OH-].S([O-])([O-])(=O)=O.[Mg+2], predict the reaction product. The product is: [Cl:1][C:2]1[CH:7]=[CH:6][C:5]([NH:8][CH2:9][CH2:10][N:11]([CH2:19][CH2:20][S:21]([CH3:22])=[O:42])[C:12](=[O:18])[O:13][C:14]([CH3:17])([CH3:16])[CH3:15])=[CH:4][C:3]=1[C:23]([NH:25][CH2:26][C:27]12[CH2:28][CH:29]3[CH2:35][CH:33]([CH2:32][CH:31]([CH2:30]3)[CH2:36]1)[CH2:34]2)=[O:24]. (3) Given the reactants [Cl:1][C:2]1[N:3]=[C:4](Cl)[C:5]2[S:10][CH:9]=[CH:8][C:6]=2[N:7]=1.[CH:12]1([C:15]2[CH:19]=[C:18]([NH2:20])[NH:17][N:16]=2)[CH2:14][CH2:13]1.C(N(C(C)C)CC)(C)C, predict the reaction product. The product is: [Cl:1][C:2]1[N:3]=[C:4]([NH:20][C:18]2[NH:17][N:16]=[C:15]([CH:12]3[CH2:14][CH2:13]3)[CH:19]=2)[C:5]2[S:10][CH:9]=[CH:8][C:6]=2[N:7]=1. (4) Given the reactants Br[C:2]1[CH:3]=[C:4]2[C:8](=[CH:9][CH:10]=1)[N:7]([CH2:11][C:12]1[CH:17]=[CH:16][C:15]([C:18]([CH3:21])([CH3:20])[CH3:19])=[CH:14][CH:13]=1)[CH:6]=[CH:5]2.[Cl:22][C:23]1[CH:24]=[C:25](B(O)O)[CH:26]=[CH:27][CH:28]=1, predict the reaction product. The product is: [C:18]([C:15]1[CH:14]=[CH:13][C:12]([CH2:11][N:7]2[C:8]3[C:4](=[CH:3][C:2]([C:27]4[CH:26]=[CH:25][CH:24]=[C:23]([Cl:22])[CH:28]=4)=[CH:10][CH:9]=3)[CH:5]=[CH:6]2)=[CH:17][CH:16]=1)([CH3:21])([CH3:20])[CH3:19]. (5) Given the reactants [CH3:1][N:2]([CH3:32])[C:3]1[N:12]=[C:11]([NH:13][CH2:14][C:15]2[CH:20]=[CH:19][C:18]([NH:21][C:22](=[O:30])[C:23]3[CH:28]=[CH:27][C:26]([F:29])=[CH:25][CH:24]=3)=[CH:17][CH:16]=2)[C:10]2[C:5](=[CH:6][C:7](I)=[CH:8][CH:9]=2)[N:4]=1.[CH:33](/B(O)O)=[CH:34]/[CH3:35].C([O-])(O)=O.[Na+], predict the reaction product. The product is: [CH3:1][N:2]([CH3:32])[C:3]1[N:12]=[C:11]([NH:13][CH2:14][C:15]2[CH:20]=[CH:19][C:18]([NH:21][C:22](=[O:30])[C:23]3[CH:28]=[CH:27][C:26]([F:29])=[CH:25][CH:24]=3)=[CH:17][CH:16]=2)[C:10]2[C:5](=[CH:6][C:7](/[CH:33]=[CH:34]\[CH3:35])=[CH:8][CH:9]=2)[N:4]=1. (6) Given the reactants [Br:1][C:2]1[CH:10]=[C:9]([C:11]([NH:13][C@H:14]([C:16]2[NH:20][C:19]3[CH:21]=[CH:22][C:23]([Cl:25])=[CH:24][C:18]=3[N:17]=2)[CH3:15])=[O:12])[CH:8]=[CH:7][C:3]=1[C:4](O)=[O:5].CN(C(ON1N=NC2C=CC=CC1=2)=[N+](C)C)C.[B-](F)(F)(F)F.C(N(C(C)C)CC)(C)C.[S:57]1[CH2:61][CH2:60][NH:59][CH2:58]1.BrCl, predict the reaction product. The product is: [Br:1][C:2]1[CH:10]=[C:9]([CH:8]=[CH:7][C:3]=1[C:4]([N:59]1[CH2:60][CH2:61][S:57][CH2:58]1)=[O:5])[C:11]([NH:13][C@H:14]([C:16]1[NH:20][C:19]2[CH:21]=[CH:22][C:23]([Cl:25])=[CH:24][C:18]=2[N:17]=1)[CH3:15])=[O:12]. (7) Given the reactants [CH3:1][C@@H:2]1[CH2:6][S:5](=[O:8])(=[O:7])[NH:4][CH2:3]1.Br[C:10]1[CH:15]=[CH:14][C:13]([C:16]([N:18]2[CH2:23][CH2:22][N:21]([C:24]3[C:29]([CH3:30])=[CH:28][C:27]([CH:31]4[CH2:33][CH2:32]4)=[CH:26][N:25]=3)[CH2:20][CH2:19]2)=[O:17])=[C:12]([F:34])[CH:11]=1, predict the reaction product. The product is: [CH:31]1([C:27]2[CH:28]=[C:29]([CH3:30])[C:24]([N:21]3[CH2:20][CH2:19][N:18]([C:16]([C:13]4[CH:14]=[CH:15][C:10]([N:4]5[CH2:3][C@H:2]([CH3:1])[CH2:6][S:5]5(=[O:8])=[O:7])=[CH:11][C:12]=4[F:34])=[O:17])[CH2:23][CH2:22]3)=[N:25][CH:26]=2)[CH2:32][CH2:33]1.